Predict the reaction yield, written as a fraction of the theoretical maximum amount of product (1.0 means a 100% yield; for example, 0.34 means a 34% yield). From a dataset of Reaction yield outcomes from USPTO patents with 853,638 reactions. (1) The reactants are [C:1]1([As](C2C=CC=CC=2)C2C=CC=CC=2)C=CC=CC=1.FC(F)(F)S(O[C:26]1[CH2:30][C@@H:29]([CH2:31][O:32][Si:33]([C:36]([CH3:39])([CH3:38])[CH3:37])([CH3:35])[CH3:34])[N:28]([C:40](=[O:63])[C:41]2[CH:46]=[C:45]([O:47][CH3:48])[C:44]([O:49][Si:50]([CH:57]([CH3:59])[CH3:58])([CH:54]([CH3:56])[CH3:55])[CH:51]([CH3:53])[CH3:52])=[CH:43][C:42]=2[N+:60]([O-:62])=[O:61])[CH:27]=1)(=O)=O.CB(O)O.[O-]P([O-])([O-])=O.[K+].[K+].[K+]. The catalyst is O1CCOCC1.[Ag]=O.C1C=CC(C#N)=CC=1.C1C=CC(C#N)=CC=1.Cl[Pd]Cl. The product is [Si:33]([O:32][CH2:31][C@@H:29]1[CH2:30][C:26]([CH3:1])=[CH:27][N:28]1[C:40]([C:41]1[CH:46]=[C:45]([O:47][CH3:48])[C:44]([O:49][Si:50]([CH:57]([CH3:58])[CH3:59])([CH:54]([CH3:56])[CH3:55])[CH:51]([CH3:53])[CH3:52])=[CH:43][C:42]=1[N+:60]([O-:62])=[O:61])=[O:63])([C:36]([CH3:38])([CH3:37])[CH3:39])([CH3:34])[CH3:35]. The yield is 0.550. (2) The reactants are Br[C:2]1[CH:7]=[CH:6][C:5]([CH2:8][O:9][Si:10]([C:13]([CH3:16])([CH3:15])[CH3:14])([CH3:12])[CH3:11])=[CH:4][N:3]=1.[O:17]1CCC[CH2:18]1.C([Li])CCC.CN(C)C=O. The catalyst is C(OCC)C. The product is [Si:10]([O:9][CH2:8][C:5]1[CH:6]=[CH:7][C:2]([CH2:18][OH:17])=[N:3][CH:4]=1)([C:13]([CH3:16])([CH3:15])[CH3:14])([CH3:12])[CH3:11]. The yield is 0.640. (3) The reactants are Cl[C:2]1[N:7]=[C:6]([NH:8][C@@H:9]2[C:17]3[C:12](=[CH:13][CH:14]=[CH:15][CH:16]=3)[CH2:11][CH2:10]2)[N:5]=[C:4]([NH:18][C@H:19]2[C@@H:23]3[O:24][C:25]([CH3:28])([CH3:27])[O:26][C@@H:22]3[C@@H:21]([CH2:29][OH:30])[CH2:20]2)[N:3]=1. The catalyst is CCO.[Pd]. The product is [C@@H:9]1([NH:8][C:6]2[N:7]=[CH:2][N:3]=[C:4]([NH:18][C@H:19]3[C@@H:23]4[O:24][C:25]([CH3:27])([CH3:28])[O:26][C@@H:22]4[C@@H:21]([CH2:29][OH:30])[CH2:20]3)[N:5]=2)[C:17]2[C:12](=[CH:13][CH:14]=[CH:15][CH:16]=2)[CH2:11][CH2:10]1. The yield is 0.480. (4) The reactants are [NH2:1][C:2]1[C:3]([C:9]([O:11]C)=[O:10])=[N:4][C:5](Br)=[CH:6][N:7]=1.C(B(CC)[C:16]1[CH:17]=[N:18][CH:19]=[CH:20][CH:21]=1)C.C1(P(C2C=CC=CC=2)C2C=CC=CC=2)C=CC=CC=1.C(=O)([O-])[O-].[Na+].[Na+]. The catalyst is COCCOC.Cl[Pd]Cl.CCOC(C)=O. The product is [NH2:1][C:2]1[C:3]([C:9]([OH:11])=[O:10])=[N:4][C:5]([C:16]2[CH:17]=[N:18][CH:19]=[CH:20][CH:21]=2)=[CH:6][N:7]=1. The yield is 0.830. (5) The reactants are [CH3:1][O:2][C:3]1[C:4](=[O:24])[C:5]([CH3:23])=[C:6]([CH2:12][C:13]2[CH:18]=[CH:17][C:16]([CH2:19][C:20]([OH:22])=O)=[CH:15][CH:14]=2)[C:7](=[O:11])[C:8]=1[O:9][CH3:10].[NH:25]1[CH2:30][CH2:29][CH2:28][CH2:27][CH2:26]1. No catalyst specified. The product is [CH3:1][O:2][C:3]1[C:4](=[O:24])[C:5]([CH3:23])=[C:6]([CH2:12][C:13]2[CH:18]=[CH:17][C:16]([CH2:19][C:20]([N:25]3[CH2:30][CH2:29][CH2:28][CH2:27][CH2:26]3)=[O:22])=[CH:15][CH:14]=2)[C:7](=[O:11])[C:8]=1[O:9][CH3:10]. The yield is 0.320. (6) The reactants are [H-].[Al+3].[Li+].[H-].[H-].[H-].[N:7]1([C:14](=O)[CH3:15])[CH2:13][CH2:12][CH2:11][NH:10][CH2:9][CH2:8]1.Cl. The catalyst is C1COCC1. The product is [CH2:14]([N:7]1[CH2:13][CH2:12][CH2:11][NH:10][CH2:9][CH2:8]1)[CH3:15]. The yield is 0.400. (7) The reactants are [F:1][C:2]([F:25])([F:24])[O:3][C:4]1[CH:9]=[CH:8][C:7]([N:10]2[CH:14]=[N:13][C:12]([C:15]3[CH:20]=[CH:19][C:18]([CH:21]([OH:23])[CH3:22])=[CH:17][CH:16]=3)=[N:11]2)=[CH:6][CH:5]=1.C(N(CC)CC)C.C1C=CN=CC=1.O=S(=O)=O. The catalyst is ClCCl.CS(C)=O. The product is [F:25][C:2]([F:1])([F:24])[O:3][C:4]1[CH:5]=[CH:6][C:7]([N:10]2[CH:14]=[N:13][C:12]([C:15]3[CH:20]=[CH:19][C:18]([C:21](=[O:23])[CH3:22])=[CH:17][CH:16]=3)=[N:11]2)=[CH:8][CH:9]=1. The yield is 0.730.